Dataset: Full USPTO retrosynthesis dataset with 1.9M reactions from patents (1976-2016). Task: Predict the reactants needed to synthesize the given product. (1) Given the product [C:2]1([N:8]2[CH2:13][CH2:12][O:11][CH2:10][CH2:9]2)[CH:7]=[CH:6][CH:5]=[CH:4][CH:3]=1, predict the reactants needed to synthesize it. The reactants are: Br[C:2]1[CH:7]=[CH:6][CH:5]=[CH:4][CH:3]=1.[NH:8]1[CH2:13][CH2:12][O:11][CH2:10][CH2:9]1.CC([O-])(C)C.[Na+].C(Cl)(Cl)Cl. (2) Given the product [CH2:1]([C:5](=[CH2:11])[C:6]([OH:8])=[O:7])[CH:2]([CH3:4])[CH3:3], predict the reactants needed to synthesize it. The reactants are: [CH2:1]([C:5](=[CH2:11])[C:6]([O:8]CC)=[O:7])[CH:2]([CH3:4])[CH3:3].Cl. (3) Given the product [CH2:13]([O:15][C:16]1[CH:17]=[C:18]([CH:27]=[CH:28][C:29]=1[O:30][CH3:31])[CH2:19][N:20]1[CH2:21][CH2:22][CH:23]([NH:26][C:2]2[CH:11]=[CH:10][C:9]3[C:4](=[CH:5][CH:6]=[C:7]([F:12])[CH:8]=3)[N:3]=2)[CH2:24][CH2:25]1)[CH3:14], predict the reactants needed to synthesize it. The reactants are: Cl[C:2]1[CH:11]=[CH:10][C:9]2[C:4](=[CH:5][CH:6]=[C:7]([F:12])[CH:8]=2)[N:3]=1.[CH2:13]([O:15][C:16]1[CH:17]=[C:18]([CH:27]=[CH:28][C:29]=1[O:30][CH3:31])[CH2:19][N:20]1[CH2:25][CH2:24][CH:23]([NH2:26])[CH2:22][CH2:21]1)[CH3:14]. (4) The reactants are: O=P12OP3(OP(OP(O3)(O1)=O)(=O)O2)=O.[P].[CH3:16][O:17][C:18]1[CH:19]=[C:20]([CH2:24][CH2:25][CH2:26][CH2:27][C:28]([OH:30])=O)[CH:21]=[CH:22][CH:23]=1. Given the product [CH3:16][O:17][C:18]1[CH:23]=[CH:22][C:21]2[C:28](=[O:30])[CH2:27][CH2:26][CH2:25][CH2:24][C:20]=2[CH:19]=1, predict the reactants needed to synthesize it. (5) Given the product [C:47]([CH2:29][NH:28][CH:27]1[CH2:26][CH2:25][N:24]([C:23]2[CH:21]=[CH:16][C:17]([NH:13][C:9](=[O:11])[CH2:8][C:5]3[CH:4]=[CH:3][C:2]([OH:1])=[CH:7][CH:6]=3)=[CH:18][CH:19]=2)[CH2:33]1)(=[O:49])[CH3:48], predict the reactants needed to synthesize it. The reactants are: [OH:1][C:2]1[CH:7]=[CH:6][C:5]([CH2:8][C:9]([OH:11])=O)=[CH:4][CH:3]=1.O[N:13]1[C:17]2[CH:18]=[CH:19]C=[CH:21][C:16]=2N=N1.Cl.[CH3:23][N:24]([CH3:33])[CH2:25][CH2:26][CH2:27][N:28]=[C:29]=NCC.NC1C=CC(N2CCC(N(C)[C:47](=[O:49])[CH3:48])C2)=CC=1.